Dataset: Full USPTO retrosynthesis dataset with 1.9M reactions from patents (1976-2016). Task: Predict the reactants needed to synthesize the given product. (1) Given the product [NH2:1][C:2]1[N:10]=[C:9]([O:11][CH2:12][CH2:13][CH2:14][CH3:15])[N:8]=[C:7]2[C:3]=1[NH:4][C:5](=[O:38])[N:6]2[CH2:16][CH2:17][CH2:18][N:19]([CH2:26][C:27]1[CH:28]=[C:29]([CH2:33][C:34]([O:36][CH3:37])=[O:35])[CH:30]=[CH:31][CH:32]=1)[CH:20]1[CH2:25][CH2:24][N:23]([CH2:40][C:41]#[N:42])[CH2:22][CH2:21]1, predict the reactants needed to synthesize it. The reactants are: [NH2:1][C:2]1[N:10]=[C:9]([O:11][CH2:12][CH2:13][CH2:14][CH3:15])[N:8]=[C:7]2[C:3]=1[NH:4][C:5](=[O:38])[N:6]2[CH2:16][CH2:17][CH2:18][N:19]([CH2:26][C:27]1[CH:28]=[C:29]([CH2:33][C:34]([O:36][CH3:37])=[O:35])[CH:30]=[CH:31][CH:32]=1)[CH:20]1[CH2:25][CH2:24][NH:23][CH2:22][CH2:21]1.Br[CH2:40][C:41]#[N:42]. (2) Given the product [NH2:40][C:36]1[CH:35]=[C:34]([CH:39]=[CH:38][CH:37]=1)[C:33]([NH:32][C:3]1[C:4]([NH:25][S:26]([CH2:29][CH2:30][CH3:31])(=[O:28])=[O:27])=[CH:5][C:6]([CH:8]2[C:17]3[C:16](=[O:18])[CH2:15][CH:14]([CH2:19][CH2:20][CH3:21])[CH2:13][C:12]=3[NH:11][C:10]([CH3:22])=[C:9]2[C:23]#[N:24])=[CH:7][C:2]=1[Br:1])=[O:43], predict the reactants needed to synthesize it. The reactants are: [Br:1][C:2]1[CH:7]=[C:6]([CH:8]2[C:17]3[C:16](=[O:18])[CH2:15][CH:14]([CH2:19][CH2:20][CH3:21])[CH2:13][C:12]=3[NH:11][C:10]([CH3:22])=[C:9]2[C:23]#[N:24])[CH:5]=[C:4]([NH:25][S:26]([CH2:29][CH2:30][CH3:31])(=[O:28])=[O:27])[C:3]=1[NH:32][C:33](=[O:43])[C:34]1[CH:39]=[CH:38][CH:37]=[C:36]([N+:40]([O-])=O)[CH:35]=1.C(O)(=O)C. (3) Given the product [I:16][C:14]1[CH:13]=[CH:12][C:7]([C:8]([O:10][CH3:11])=[O:9])=[C:6]([O:5][CH:2]([CH3:4])[CH3:3])[CH:15]=1, predict the reactants needed to synthesize it. The reactants are: I[CH:2]([CH3:4])[CH3:3].[OH:5][C:6]1[CH:15]=[C:14]([I:16])[CH:13]=[CH:12][C:7]=1[C:8]([O:10][CH3:11])=[O:9].C(=O)([O-])[O-].[K+].[K+].CN(C=O)C. (4) The reactants are: Cl.C[O:3][C:4]1([C:26]2[CH:31]=[CH:30][CH:29]=[CH:28][C:27]=2[CH3:32])[CH2:9][CH2:8][C:7]2[C:10]([C:19]([N:21]3[CH2:25][CH2:24][CH2:23][CH2:22]3)=[O:20])=[CH:11][C:12]3[N:13]([CH3:18])[C:14]([CH3:17])=[N:15][C:16]=3[C:6]=2[O:5]1.[OH-].[Na+]. Given the product [OH:5][C:6]1[C:16]2[N:15]=[C:14]([CH3:17])[N:13]([CH3:18])[C:12]=2[CH:11]=[C:10]([C:19]([N:21]2[CH2:25][CH2:24][CH2:23][CH2:22]2)=[O:20])[C:7]=1[CH2:8][CH2:9][C:4]([C:26]1[CH:31]=[CH:30][CH:29]=[CH:28][C:27]=1[CH3:32])=[O:3], predict the reactants needed to synthesize it. (5) Given the product [ClH:1].[Cl:1][C:2]([O:4][C@@H:5]1[CH:12]2[CH2:13][CH2:14][N:9]([CH2:10][CH2:11]2)[CH2:16]1)=[O:3], predict the reactants needed to synthesize it. The reactants are: [Cl:1][C:2]([O:4][C:5](Cl)(Cl)Cl)=[O:3].[N:9]12[CH2:16]C[CH:12]([CH2:13][CH2:14]1)[C@@H:11](O)[CH2:10]2. (6) Given the product [CH3:24][S:25]([O:14][CH2:13][C:7]1[CH:6]=[C:5]([C:2]([F:4])([F:1])[CH3:3])[N:10]=[N:9][C:8]=1[O:11][CH3:12])(=[O:27])=[O:26], predict the reactants needed to synthesize it. The reactants are: [F:1][C:2]([C:5]1[N:10]=[N:9][C:8]([O:11][CH3:12])=[C:7]([CH2:13][OH:14])[CH:6]=1)([F:4])[CH3:3].CCN(C(C)C)C(C)C.[CH3:24][S:25](Cl)(=[O:27])=[O:26].